This data is from Full USPTO retrosynthesis dataset with 1.9M reactions from patents (1976-2016). The task is: Predict the reactants needed to synthesize the given product. (1) The reactants are: [NH2:1][CH:2]([OH:23])[C@H:3]([CH3:22])[CH2:4][CH2:5][C:6]1[S:7][C:8]([C:11]#[C:12][CH2:13][CH2:14][CH2:15][CH:16]2[CH2:21][CH2:20][CH2:19][CH2:18][CH2:17]2)=[CH:9][CH:10]=1. Given the product [NH2:1][CH:2]([OH:23])[C@H:3]([CH3:22])[CH2:4][CH2:5][C:6]1[S:7][C:8]([CH2:11][CH2:12][CH2:13][CH2:14][CH2:15][CH:16]2[CH2:17][CH2:18][CH2:19][CH2:20][CH2:21]2)=[CH:9][CH:10]=1, predict the reactants needed to synthesize it. (2) Given the product [F:8][C:6]1[CH:5]=[N:4][C:3]2[C:9]([NH2:10])=[N:17][CH:15]=[N:16][C:2]=2[CH:7]=1, predict the reactants needed to synthesize it. The reactants are: F[C:2]1[C:3]([C:9]#[N:10])=[N:4][CH:5]=[C:6]([F:8])[CH:7]=1.C(O)(=O)C.[CH:15]([NH2:17])=[NH:16].CCN(C(C)C)C(C)C.[NH4+].[Cl-]. (3) The reactants are: C(OC([N:8]1[C:12]2[CH:13](C3C=CC(C#N)=C(F)C=3)[N:14]([C:17](OC(C)(C)C)=O)[CH2:15][CH2:16][C:11]=2[N:10]=[CH:9]1)=O)(C)(C)C.[CH2:33]([C:35]1([C:44]2[CH:49]=[CH:48][CH:47]=[C:46]([OH:50])[CH:45]=2)[CH2:41][CH2:40][CH2:39][CH2:38][N:37]([CH3:42])[C:36]1=[O:43])[CH3:34].[F-].[K+].C1O[CH2:69][CH2:68]OCCOCCOCCOCCOC1. Given the product [CH2:33]([C:35]1([C:44]2[CH:45]=[C:46]([CH:47]=[CH:48][CH:49]=2)[O:50][C:69]2[CH:68]=[C:17]([N:14]3[C:13]4[NH:10][CH:9]=[N:8][C:12]=4[CH2:11][CH2:16][CH2:15]3)[CH:15]=[CH:16][C:11]=2[C:12]#[N:8])[CH2:41][CH2:40][CH2:39][CH2:38][N:37]([CH3:42])[C:36]1=[O:43])[CH3:34], predict the reactants needed to synthesize it. (4) Given the product [C:10]([O:9][C:7]([N:1]1[CH2:6][CH2:5][N:4]([C:15]#[N:16])[CH2:3][CH2:2]1)=[O:8])([CH3:13])([CH3:12])[CH3:11], predict the reactants needed to synthesize it. The reactants are: [N:1]1([C:7]([O:9][C:10]([CH3:13])([CH3:12])[CH3:11])=[O:8])[CH2:6][CH2:5][NH:4][CH2:3][CH2:2]1.C[CH2:15][N:16](C(C)C)C(C)C.N#CBr.O.